Dataset: Reaction yield outcomes from USPTO patents with 853,638 reactions. Task: Predict the reaction yield, written as a fraction of the theoretical maximum amount of product (1.0 means a 100% yield; for example, 0.34 means a 34% yield). The reactants are [F:1][C:2]1([F:43])[CH2:7][CH2:6][C@H:5]([O:8][C:9]2[CH:14]=[CH:13][C:12]([S:15]([N:18](CC3C=CC(OC)=CC=3OC)[C:19]3[CH:24]=[CH:23][N:22]=[CH:21][N:20]=3)(=[O:17])=[O:16])=[C:11]([F:36])[CH:10]=2)[C@@H:4]([C:37]2[N:41]([CH3:42])[N:40]=[CH:39][CH:38]=2)[CH2:3]1.C([SiH](CC)CC)C.FC(F)(F)C(O)=O. The catalyst is ClCCl. The product is [F:43][C:2]1([F:1])[CH2:7][CH2:6][C@H:5]([O:8][C:9]2[CH:14]=[CH:13][C:12]([S:15]([NH:18][C:19]3[CH:24]=[CH:23][N:22]=[CH:21][N:20]=3)(=[O:17])=[O:16])=[C:11]([F:36])[CH:10]=2)[C@@H:4]([C:37]2[N:41]([CH3:42])[N:40]=[CH:39][CH:38]=2)[CH2:3]1. The yield is 0.990.